Dataset: Full USPTO retrosynthesis dataset with 1.9M reactions from patents (1976-2016). Task: Predict the reactants needed to synthesize the given product. (1) Given the product [CH3:28][O:27][C:21]1[CH:20]=[C:19]([C:18]#[C:17][C:16]2[NH:15][C:3]3[C:4](=[O:14])[N:5]([CH2:11][C:12]#[CH:13])[C:6](=[O:10])[N:7]([CH2:8][CH3:9])[C:2]=3[N:1]=2)[CH:24]=[CH:23][C:22]=1[O:25][CH3:26], predict the reactants needed to synthesize it. The reactants are: [NH2:1][C:2]1[N:7]([CH2:8][CH3:9])[C:6](=[O:10])[N:5]([CH2:11][C:12]#[CH:13])[C:4](=[O:14])[C:3]=1[NH:15][C:16](=O)[C:17]#[C:18][C:19]1[CH:24]=[CH:23][C:22]([O:25][CH3:26])=[C:21]([O:27][CH3:28])[CH:20]=1.O=P12OP3(OP(OP(O3)(O1)=O)(=O)O2)=O. (2) Given the product [C:1]([O:5][C:6]([N:8]1[C@H:12]([CH:13]=[O:24])[CH2:11][CH2:10][C@H:9]1[C:15]([O:17][C:18]([CH3:21])([CH3:20])[CH3:19])=[O:16])=[O:7])([CH3:4])([CH3:3])[CH3:2], predict the reactants needed to synthesize it. The reactants are: [C:1]([O:5][C:6]([N:8]1[C@H:12]([C:13]#N)[CH2:11][CH2:10][C@H:9]1[C:15]([O:17][C:18]([CH3:21])([CH3:20])[CH3:19])=[O:16])=[O:7])([CH3:4])([CH3:3])[CH3:2].CC(O)=[O:24].O. (3) Given the product [S:1]([CH2:11][CH2:12][O:13][C:14](=[O:17])[CH:15]=[CH2:16])([C:4]1[CH:5]=[CH:6][C:7]([CH3:8])=[CH:9][CH:10]=1)(=[O:3])=[O:2].[OH:18][CH2:19][CH2:20][CH2:21][O:22][C:23](=[O:27])[C:24]([CH3:26])=[CH2:25].[CH3:28][O:29][C:30](=[O:34])[C:31]([CH3:33])=[CH2:32].[CH2:35]([O:39][C:40](=[O:44])[C:41]([CH3:43])=[CH2:42])[CH:36]1[O:38][CH2:37]1, predict the reactants needed to synthesize it. The reactants are: [S:1]([CH2:11][CH2:12][O:13][C:14](=[O:17])[CH:15]=[CH2:16])([C:4]1[CH:10]=[CH:9][C:7]([CH3:8])=[CH:6][CH:5]=1)(=[O:3])=[O:2].[OH:18][CH2:19][CH2:20][CH2:21][O:22][C:23](=[O:27])[C:24]([CH3:26])=[CH2:25].[CH3:28][O:29][C:30](=[O:34])[C:31]([CH3:33])=[CH2:32].[CH2:35]([O:39][C:40](=[O:44])[C:41]([CH3:43])=[CH2:42])[CH:36]1[O:38][CH2:37]1.CC(N=NC(C#N)(C)C)(C#N)C. (4) Given the product [F:3][C:4]1[C:9]([F:10])=[CH:8][CH:7]=[CH:6][C:5]=1[C@@H:11]1[CH2:21][CH2:20][C@@H:19]([O:22][Si:23]([CH:27]([CH3:29])[CH3:28])([CH:30]([CH3:32])[CH3:31])[CH:24]([CH3:25])[CH3:26])[C:14]2=[N:15][CH:16]=[CH:17][CH:18]=[C:13]2[C@H:12]1[OH:33], predict the reactants needed to synthesize it. The reactants are: [BH4-].[Li+].[F:3][C:4]1[C:9]([F:10])=[CH:8][CH:7]=[CH:6][C:5]=1[C@@H:11]1[CH2:21][CH2:20][C@@H:19]([O:22][Si:23]([CH:30]([CH3:32])[CH3:31])([CH:27]([CH3:29])[CH3:28])[CH:24]([CH3:26])[CH3:25])[C:14]2=[N:15][CH:16]=[CH:17][CH:18]=[C:13]2[C:12]1=[O:33]. (5) Given the product [Cl:1][C:2]1[C:3]2[CH:10]=[C:9]([C:26]3[CH:25]=[CH:24][C:23]([N:37]4[CH2:42][CH2:41][N:40]([CH:43]5[CH2:46][O:45][CH2:44]5)[CH2:39][CH2:38]4)=[C:22]([O:21][CH3:20])[CH:27]=3)[N:8]([CH2:12][O:13][CH2:14][CH2:15][Si:16]([CH3:19])([CH3:18])[CH3:17])[C:4]=2[N:5]=[CH:6][N:7]=1, predict the reactants needed to synthesize it. The reactants are: [Cl:1][C:2]1[C:3]2[CH:10]=[C:9](I)[N:8]([CH2:12][O:13][CH2:14][CH2:15][Si:16]([CH3:19])([CH3:18])[CH3:17])[C:4]=2[N:5]=[CH:6][N:7]=1.[CH3:20][O:21][C:22]1[CH:27]=[C:26](B2OC(C)(C)C(C)(C)O2)[CH:25]=[CH:24][C:23]=1[N:37]1[CH2:42][CH2:41][N:40]([CH:43]2[CH2:46][O:45][CH2:44]2)[CH2:39][CH2:38]1.C([O-])([O-])=O.[Na+].[Na+].